The task is: Predict the reactants needed to synthesize the given product.. This data is from Full USPTO retrosynthesis dataset with 1.9M reactions from patents (1976-2016). (1) Given the product [CH3:1][C:2]1[C:6]2[C:7]([O:11][C:12]3[CH:17]=[CH:16][C:15]([NH2:18])=[CH:14][CH:13]=3)=[CH:8][CH:9]=[CH:10][C:5]=2[O:4][N:3]=1, predict the reactants needed to synthesize it. The reactants are: [CH3:1][C:2]1[C:6]2[C:7]([O:11][C:12]3[CH:17]=[CH:16][C:15]([N+:18]([O-])=O)=[CH:14][CH:13]=3)=[CH:8][CH:9]=[CH:10][C:5]=2[O:4][N:3]=1.O.O.[Sn](Cl)Cl. (2) Given the product [Br:22][C:23]1[CH:24]=[CH:25][C:26]([O:1][C:2]2[CH:19]=[CH:18][C:5]3[CH2:6][CH2:7][N:8]([C:11]([O:13][C:14]([CH3:16])([CH3:15])[CH3:17])=[O:12])[CH2:9][CH2:10][C:4]=3[CH:3]=2)=[N:27][CH:28]=1, predict the reactants needed to synthesize it. The reactants are: [OH:1][C:2]1[CH:19]=[CH:18][C:5]2[CH2:6][CH2:7][N:8]([C:11]([O:13][C:14]([CH3:17])([CH3:16])[CH3:15])=[O:12])[CH2:9][CH2:10][C:4]=2[CH:3]=1.[H-].[Na+].[Br:22][C:23]1[CH:24]=[CH:25][C:26](Cl)=[N:27][CH:28]=1. (3) Given the product [N:19]([CH2:18][C@H:17]1[O:16][C:15]([CH3:22])([CH3:23])[O:14][C@@H:13]1[CH2:12][N:28]1[C:24](=[O:34])[C:25]2[C:26](=[CH:30][CH:31]=[CH:32][CH:33]=2)[C:27]1=[O:29])=[N+:20]=[N-:21], predict the reactants needed to synthesize it. The reactants are: CC1C=CC(S(O[CH2:12][C@@H:13]2[C@@H:17]([CH2:18][N:19]=[N+:20]=[N-:21])[O:16][C:15]([CH3:23])([CH3:22])[O:14]2)(=O)=O)=CC=1.[C:24]1(=[O:34])[NH:28][C:27](=[O:29])[C:26]2=[CH:30][CH:31]=[CH:32][CH:33]=[C:25]12.[K]. (4) Given the product [Br:16][C:17]1[CH:18]=[C:19]2[C:23](=[C:24]([Cl:26])[CH:25]=1)[N:22]([C:9]1[C:8](=[O:15])[N:7]([C@@H:4]([CH:1]3[CH2:3][CH2:2]3)[CH2:5][CH3:6])[CH:12]=[C:11]([Cl:13])[N:10]=1)[CH2:21][CH2:20]2, predict the reactants needed to synthesize it. The reactants are: [CH:1]1([C@H:4]([N:7]2[CH:12]=[C:11]([Cl:13])[N:10]=[C:9](Cl)[C:8]2=[O:15])[CH2:5][CH3:6])[CH2:3][CH2:2]1.[Br:16][C:17]1[CH:18]=[C:19]2[C:23](=[C:24]([Cl:26])[CH:25]=1)[NH:22][CH2:21][CH2:20]2. (5) Given the product [CH3:26][CH:6]1[CH2:5][C@H:4]2[C@H:8]([CH2:9][N:10]([C:11]([C:13]3[N:14]=[C:15]([CH3:25])[S:16][C:17]=3[C:18]3[CH:19]=[C:20]([CH3:24])[CH:21]=[CH:22][CH:23]=3)=[O:12])[C@@H:3]2[CH2:2][NH:1][C:35]([C:33]2[CH:32]=[CH:31][CH:30]=[C:29]([C:28]([F:39])([F:27])[F:38])[N:34]=2)=[O:36])[CH2:7]1, predict the reactants needed to synthesize it. The reactants are: [NH2:1][CH2:2][C@H:3]1[N:10]([C:11]([C:13]2[N:14]=[C:15]([CH3:25])[S:16][C:17]=2[C:18]2[CH:19]=[C:20]([CH3:24])[CH:21]=[CH:22][CH:23]=2)=[O:12])[CH2:9][C@H:8]2[C@@H:4]1[CH2:5][CH:6]([CH3:26])[CH2:7]2.[F:27][C:28]([F:39])([F:38])[C:29]1[N:34]=[C:33]([C:35](O)=[O:36])[CH:32]=[CH:31][CH:30]=1. (6) The reactants are: [C:1]([NH:4][C@:5]1([C@@H:54]([CH2:56][CH3:57])[CH3:55])[CH2:9][CH2:8][N:7]([C@@H:10]([CH2:45][CH2:46][C:47]2[CH:52]=[CH:51][CH:50]=[CH:49][CH:48]=2)[C:11]([NH:13][C@@H:14]([CH2:36][C:37]2[CH:42]=[C:41]([F:43])[CH:40]=[C:39]([F:44])[CH:38]=2)[C@@H:15]([C@H:17]2[CH2:22][CH2:21][CH2:20]C[N:18]2C(C2C=CC=CC=2)C2C=CC=CC=2)[OH:16])=[O:12])[C:6]1=[O:53])(=[O:3])[CH3:2].N[C@@H](CC1C=C(F)C=C(F)C=1)[C@@H]([C@@H]1N(C(C2C=CC=CC=2)C2C=CC=CC=2)C[C@@H](O)C1)[OH:61].FC1C=C(C=C(F)C=1)C[C@H]1[C@@H]([C@H]2C[C@H](O)CN2C(C2C=CC=CC=2)C2C=CC=CC=2)OC(=O)N1.[Li+].[OH-]. Given the product [C:1]([NH:4][C@:5]1([C@@H:54]([CH2:56][CH3:57])[CH3:55])[CH2:9][CH2:8][N:7]([C@@H:10]([CH2:45][CH2:46][C:47]2[CH:48]=[CH:49][CH:50]=[CH:51][CH:52]=2)[C:11]([NH:13][C@@H:14]([CH2:36][C:37]2[CH:38]=[C:39]([F:44])[CH:40]=[C:41]([F:43])[CH:42]=2)[C@H:15]([OH:16])[C@H:17]2[CH2:22][C@H:21]([OH:61])[CH2:20][NH:18]2)=[O:12])[C:6]1=[O:53])(=[O:3])[CH3:2], predict the reactants needed to synthesize it.